Dataset: Peptide-MHC class I binding affinity with 185,985 pairs from IEDB/IMGT. Task: Regression. Given a peptide amino acid sequence and an MHC pseudo amino acid sequence, predict their binding affinity value. This is MHC class I binding data. (1) The peptide sequence is FPQGKAREF. The MHC is HLA-B44:03 with pseudo-sequence HLA-B44:03. The binding affinity (normalized) is 0. (2) The peptide sequence is GMFTNRSGFQ. The MHC is HLA-A24:02 with pseudo-sequence HLA-A24:02. The binding affinity (normalized) is 0. (3) The peptide sequence is TAFTIPSI. The MHC is HLA-A30:01 with pseudo-sequence HLA-A30:01. The binding affinity (normalized) is 0.226. (4) The peptide sequence is KVIQYLAYV. The MHC is HLA-A02:06 with pseudo-sequence HLA-A02:06. The binding affinity (normalized) is 1.00. (5) The peptide sequence is FLPKDYFPSV. The MHC is HLA-A02:03 with pseudo-sequence HLA-A02:03. The binding affinity (normalized) is 0.900.